Dataset: Reaction yield outcomes from USPTO patents with 853,638 reactions. Task: Predict the reaction yield, written as a fraction of the theoretical maximum amount of product (1.0 means a 100% yield; for example, 0.34 means a 34% yield). (1) The reactants are [NH2:1][C:2]1[C:11]2[CH:10]=[CH:9][C:8]([F:12])=[C:7](I)[C:6]=2[N:5]=[C:4]2[CH2:14][N:15]([CH:18]3[CH2:20][CH2:19]3)[C:16](=[O:17])[C:3]=12.[CH3:21][O:22][C:23]1[N:28]=[C:27]([O:29][CH3:30])[C:26](B(O)O)=[CH:25][N:24]=1. No catalyst specified. The product is [NH2:1][C:2]1[C:11]2[CH:10]=[CH:9][C:8]([F:12])=[C:7]([C:26]3[C:27]([O:29][CH3:30])=[N:28][C:23]([O:22][CH3:21])=[N:24][CH:25]=3)[C:6]=2[N:5]=[C:4]2[CH2:14][N:15]([CH:18]3[CH2:20][CH2:19]3)[C:16](=[O:17])[C:3]=12. The yield is 0.460. (2) The reactants are [N:1]1([CH2:7][CH2:8][CH2:9][OH:10])[CH2:6][CH2:5][NH:4][CH2:3][CH2:2]1.[CH3:11][C:12]([O:15][C:16](O[C:16]([O:15][C:12]([CH3:14])([CH3:13])[CH3:11])=[O:17])=[O:17])([CH3:14])[CH3:13].CCN(C(C)C)C(C)C. The catalyst is C(Cl)Cl. The product is [OH:10][CH2:9][CH2:8][CH2:7][N:1]1[CH2:6][CH2:5][N:4]([C:16]([O:15][C:12]([CH3:14])([CH3:13])[CH3:11])=[O:17])[CH2:3][CH2:2]1. The yield is 0.970. (3) The product is [N+:16]([C:13]1[CH:14]=[CH:15][C:10]([N:2]2[CH2:3][CH:4]3[CH2:8][CH:1]2[CH:6]([OH:7])[CH2:5]3)=[CH:11][CH:12]=1)([O-:18])=[O:17]. The catalyst is CCOC(C)=O. The yield is 0.490. The reactants are [CH:1]12[CH2:8][CH:4]([CH2:5][CH:6]1[OH:7])[CH2:3][NH:2]2.F[C:10]1[CH:15]=[CH:14][C:13]([N+:16]([O-:18])=[O:17])=[CH:12][CH:11]=1.C([O-])([O-])=O.[K+].[K+].CN(C=O)C. (4) The reactants are [CH3:1][C:2]1[CH:7]=[CH:6][C:5]([S:8]([O:11][CH2:12][CH:13]2[CH2:22][CH2:21][C:20]3[C:15](=[C:16](OS(C(F)(F)F)(=O)=O)[CH:17]=[CH:18][CH:19]=3)[O:14]2)(=[O:10])=[O:9])=[CH:4][CH:3]=1.[Cl:31][C:32]1[CH:37]=[CH:36][CH:35]=[CH:34][C:33]=1B(O)O.C(=O)([O-])[O-].[K+].[K+].[Cl-].[Li+]. The catalyst is O1CCOCC1.O.C1C=CC([P]([Pd]([P](C2C=CC=CC=2)(C2C=CC=CC=2)C2C=CC=CC=2)([P](C2C=CC=CC=2)(C2C=CC=CC=2)C2C=CC=CC=2)[P](C2C=CC=CC=2)(C2C=CC=CC=2)C2C=CC=CC=2)(C2C=CC=CC=2)C2C=CC=CC=2)=CC=1. The product is [CH3:1][C:2]1[CH:3]=[CH:4][C:5]([S:8]([O:11][CH2:12][CH:13]2[CH2:22][CH2:21][C:20]3[C:15](=[C:16]([C:33]4[CH:34]=[CH:35][CH:36]=[CH:37][C:32]=4[Cl:31])[CH:17]=[CH:18][CH:19]=3)[O:14]2)(=[O:9])=[O:10])=[CH:6][CH:7]=1. The yield is 0.890. (5) The reactants are N[C@H](C1C=CC=CC=1)C[N:4]1[C:9](=[O:10])[C:8](Br)=[CH:7][N:6]([CH2:12][C:13]2[C:18]([C:19]([F:22])([F:21])[F:20])=[CH:17][CH:16]=[CH:15][C:14]=2[F:23])[C:5]1=[O:24].[Cl:31][C:32]1[CH:37]=[CH:36][CH:35]=[CH:34][C:33]=1B(O)O.C([O-])([O-])=O.[Na+].[Na+]. The catalyst is O1CCOCC1.O.[Pd].C1(P(C2C=CC=CC=2)C2C=CC=CC=2)C=CC=CC=1.C1(P(C2C=CC=CC=2)C2C=CC=CC=2)C=CC=CC=1.C1(P(C2C=CC=CC=2)C2C=CC=CC=2)C=CC=CC=1.C1(P(C2C=CC=CC=2)C2C=CC=CC=2)C=CC=CC=1. The product is [Cl:31][C:32]1[CH:37]=[CH:36][CH:35]=[CH:34][C:33]=1[C:8]1[C:9](=[O:10])[NH:4][C:5](=[O:24])[N:6]([CH2:12][C:13]2[C:18]([C:19]([F:22])([F:21])[F:20])=[CH:17][CH:16]=[CH:15][C:14]=2[F:23])[CH:7]=1. The yield is 0.700. (6) The reactants are [CH2:1]([CH:8]1[C:12]2[NH:13][C:14]([C:16]([O:18]CC)=[O:17])=[CH:15][C:11]=2[CH2:10][CH2:9]1)[C:2]1[CH:7]=[CH:6][CH:5]=[CH:4][CH:3]=1.[OH-].[Na+]. No catalyst specified. The product is [CH2:1]([CH:8]1[C:12]2[NH:13][C:14]([C:16]([OH:18])=[O:17])=[CH:15][C:11]=2[CH2:10][CH2:9]1)[C:2]1[CH:7]=[CH:6][CH:5]=[CH:4][CH:3]=1. The yield is 0.470. (7) The reactants are O1CCCC1.[S:6]([CH2:9][CH2:10][CH2:11][CH2:12][CH2:13][CH2:14][O:15][C:16]1[CH:21]=[C:20]([S:22][CH2:23][C:24]([F:27])([F:26])[F:25])[C:19]([Cl:28])=[CH:18][C:17]=1[Cl:29])C#N.[F:30][C:31]([Si](C)(C)C)([F:33])[F:32].[F-].C([N+](CCCC)(CCCC)CCCC)CCC. The catalyst is C(OC(=O)C)C.CCCCCC. The product is [F:30][C:31]([F:33])([F:32])[S:6][CH2:9][CH2:10][CH2:11][CH2:12][CH2:13][CH2:14][O:15][C:16]1[CH:21]=[C:20]([S:22][CH2:23][C:24]([F:27])([F:25])[F:26])[C:19]([Cl:28])=[CH:18][C:17]=1[Cl:29]. The yield is 0.640. (8) The reactants are [Cl:1][C:2]1[CH:3]=[C:4]([N:24]([C@H:27]2[CH2:32][CH2:31][C@H:30]([N:33]([CH3:35])[CH3:34])[CH2:29][CH2:28]2)[CH2:25][CH3:26])[C:5]([CH3:23])=[C:6]([CH:22]=1)[C:7]([NH:9][CH2:10][C:11]1[C:12]([O:20]C)=[N:13][N:14]2[CH:19]=[CH:18][CH:17]=[N:16][C:15]=12)=[O:8].B(Br)(Br)Br. No catalyst specified. The product is [Cl:1][C:2]1[CH:3]=[C:4]([N:24]([C@H:27]2[CH2:28][CH2:29][C@H:30]([N:33]([CH3:35])[CH3:34])[CH2:31][CH2:32]2)[CH2:25][CH3:26])[C:5]([CH3:23])=[C:6]([CH:22]=1)[C:7]([NH:9][CH2:10][C:11]1[C:12](=[O:20])[NH:13][N:14]2[CH:19]=[CH:18][CH:17]=[N:16][C:15]=12)=[O:8]. The yield is 0.0930.